Predict the reaction yield, written as a fraction of the theoretical maximum amount of product (1.0 means a 100% yield; for example, 0.34 means a 34% yield). From a dataset of Reaction yield outcomes from USPTO patents with 853,638 reactions. The reactants are [N:1]([CH2:4][C@@H:5]([NH:10][C:11](=[O:17])[O:12][C:13]([CH3:16])([CH3:15])[CH3:14])[CH2:6][O:7][CH2:8][CH3:9])=[N+]=[N-]. The catalyst is CO.[Pd]. The product is [NH2:1][CH2:4][C@@H:5]([NH:10][C:11](=[O:17])[O:12][C:13]([CH3:16])([CH3:15])[CH3:14])[CH2:6][O:7][CH2:8][CH3:9]. The yield is 0.670.